From a dataset of Experimentally validated miRNA-target interactions with 360,000+ pairs, plus equal number of negative samples. Binary Classification. Given a miRNA mature sequence and a target amino acid sequence, predict their likelihood of interaction. (1) The miRNA is mmu-miR-297a-5p with sequence AUGUAUGUGUGCAUGUGCAUGU. The protein sequence of the target gene is MAAGQGGWLRPALGLRLLLATAFQAVSALGAEFASEACRELGFSSNLLCSSCDLLGQFNLLPLDPVCRGCCQEEAQFETKKLYAGAILEVCGUKLGRFPQVQAFVRSDKPKLFRGLQIKYVRGSDPVLKLLDDNGNIAEELSILKWNTDSVEEFLSEKLERI. Result: 1 (interaction). (2) Result: 0 (no interaction). The protein sequence of the target gene is MSSPASTPSRRGSRRGRATPAQTPRSEDARSSPSQRRRGEDSTSTGELQPMPTSPGVDLQSPAAQDVLFSSPPQMHSSAIPLDFDVSSPLTYGTPSSRVEGTPRSGVRGTPVRQRPDLGSAQKGLQVDLQSDGAAAEDIVASEQSLGQKLVIWGTDVNVAACKENFQRFLQRFIDPLAKEEENVGIDITEPLYMQRLGEINVIGEPFLNVNCEHIKSFDKNLYRQLISYPQEVIPTFDMAVNEIFFDRYPDSILEHQIQVRPFNALKTKNMRNLNPEDIDQLITISGMVIRTSQLIPEMQ.... The miRNA is dre-miR-142a-3p with sequence UGUAGUGUUUCCUACUUUAUGGA. (3) The miRNA is hsa-miR-6808-5p with sequence CAGGCAGGGAGGUGGGACCAUG. The protein sequence of the target gene is MELLSTPHSIEINNITCDSFRISWAMEDSDLERVTHYFIDLNKKENKNSNKFKHRDVPTKLVAKAVPLPMTVRGHWFLSPRTEYSVAVQTAVKQSDGEYLVSGWSETVEFCTGDYAKEHLAQLQEKAEQIAGRMLRFSVFYRNHHKEYFQHARTHCGNMLQPYLKDNSGSHGSPTSGMLHGVFFSCNTEFNTGQPPQDSPYGRWRFQIPAQRLFNPSTNLYFADFYCMYTAYHYAILVLAPKGSLGDRFCRDRLPLLDIACNKFLTCSVEDGELVFRHAQDLILEIIYTEPVDLSLGTLG.... Result: 1 (interaction). (4) The miRNA is hsa-miR-645 with sequence UCUAGGCUGGUACUGCUGA. The protein sequence of the target gene is MECALLLACAFPAAGSGPPRGLAGLGRVAKALQLCCLCCASVAAALASDSSSGASGLNDDYVFVTPVEVDSAGSYISHDILHNGRKKRSAQNARSSLHYRFSAFGQELHLELKPSAILSSHFIVQVLGKDGASETQKPEVQQCFYQGFIRNDSSSSVAVSTCAGLSGLIRTRKNEFLISPLPQLLAQEHNYSSPAGHHPHVLYKRTAEEKIQRYRGYPGSGRNYPGYSPSHIPHASQSRETEYHHRRLQKQHFCGRRKKYAPKPPTEDTYLRFDEYGSSGRPRRSAGKSQKGLNVETLVV.... Result: 1 (interaction). (5) The miRNA is hsa-miR-892a with sequence CACUGUGUCCUUUCUGCGUAG. The protein sequence of the target gene is MKLPIFIADAFTARAFRGNPAAVCLLENELDEDMHQKIAREMNLSETAFIRKLHPTDNFAQSSCFGLRWFTPASEVPLCGHATLASAAVLFHKIKNMNSTLTFVTLSGELRARRAEDGIVLDLPLYPAHPQDFHEVEDLIKTAIGNTLVQDICYSPDTQKLLVRLSDVYNRSFLENLKVNTENLLQVENTGKVKGLILTLKGEPGGQTQAFDFYSRYFAPWVGVAEDPVTGSAHAVLSSYWSQHLGKKEMHAFQCSHRGGELGISLRPDGRVDIRGGAAVVLEGTLTA. Result: 0 (no interaction).